This data is from NCI-60 drug combinations with 297,098 pairs across 59 cell lines. The task is: Regression. Given two drug SMILES strings and cell line genomic features, predict the synergy score measuring deviation from expected non-interaction effect. (1) Drug 1: CN1CCC(CC1)COC2=C(C=C3C(=C2)N=CN=C3NC4=C(C=C(C=C4)Br)F)OC. Drug 2: COC1=CC(=CC(=C1O)OC)C2C3C(COC3=O)C(C4=CC5=C(C=C24)OCO5)OC6C(C(C7C(O6)COC(O7)C8=CC=CS8)O)O. Cell line: MCF7. Synergy scores: CSS=35.7, Synergy_ZIP=-0.0553, Synergy_Bliss=3.20, Synergy_Loewe=-2.51, Synergy_HSA=5.34. (2) Drug 1: C1CCC(C1)C(CC#N)N2C=C(C=N2)C3=C4C=CNC4=NC=N3. Drug 2: C(=O)(N)NO. Cell line: SF-295. Synergy scores: CSS=6.69, Synergy_ZIP=-2.94, Synergy_Bliss=-1.55, Synergy_Loewe=0.411, Synergy_HSA=0.330.